From a dataset of Forward reaction prediction with 1.9M reactions from USPTO patents (1976-2016). Predict the product of the given reaction. (1) Given the reactants [C:1]1([C:8]2[CH:13]=[CH:12][CH:11]=[CH:10][CH:9]=2)[C:2]([NH2:7])=[CH:3][CH:4]=[CH:5][CH:6]=1.P(=O)(O)(O)O.[N+]([O-])(O)=O.[N:23]([O-])=O.[Na+].C([O-])(=O)C.[K+].[C:32]([CH2:35][C:36](=[O:38])[CH3:37])(=[O:34])[CH3:33], predict the reaction product. The product is: [C:1]1([C:8]2[CH:9]=[CH:10][CH:11]=[CH:12][CH:13]=2)[CH:6]=[CH:5][CH:4]=[CH:3][C:2]=1[NH:7][N:23]=[C:35]([C:36](=[O:38])[CH3:37])[C:32](=[O:34])[CH3:33]. (2) The product is: [C:14]([Si:11]([CH3:13])([CH3:12])[N:8]1[C:5]2=[N:6][CH:7]=[C:2]([CH:31]=[O:32])[CH:3]=[C:4]2[CH2:10][CH2:9]1)([CH3:17])([CH3:16])[CH3:15]. Given the reactants Br[C:2]1[CH:3]=[C:4]2[CH2:10][CH2:9][N:8]([Si:11]([C:14]([CH3:17])([CH3:16])[CH3:15])([CH3:13])[CH3:12])[C:5]2=[N:6][CH:7]=1.C([Li])(C)(C)C.CCCCC.CN([CH:31]=[O:32])C, predict the reaction product. (3) Given the reactants [Cl:1][C:2]1[N:7]=[CH:6][C:5]2[CH:8]=[CH:9][NH:10][C:4]=2[CH:3]=1.[OH-].[K+].[I:13]I, predict the reaction product. The product is: [Cl:1][C:2]1[N:7]=[CH:6][C:5]2[C:8]([I:13])=[CH:9][NH:10][C:4]=2[CH:3]=1. (4) Given the reactants [CH3:1][O:2][C:3]1[CH:8]=[CH:7][C:6]([C:9]([C:11]2[CH:16]=[CH:15][CH:14]=[C:13]([O:17][CH2:18][C:19]3[N:20]=[C:21]([C:25]4[CH:30]=[CH:29][CH:28]=[CH:27][CH:26]=4)[O:22][C:23]=3[CH3:24])[CH:12]=2)=[O:10])=[C:5]([O:31]COC)[CH:4]=1.Cl, predict the reaction product. The product is: [OH:31][C:5]1[CH:4]=[C:3]([O:2][CH3:1])[CH:8]=[CH:7][C:6]=1[C:9]([C:11]1[CH:16]=[CH:15][CH:14]=[C:13]([O:17][CH2:18][C:19]2[N:20]=[C:21]([C:25]3[CH:26]=[CH:27][CH:28]=[CH:29][CH:30]=3)[O:22][C:23]=2[CH3:24])[CH:12]=1)=[O:10]. (5) Given the reactants [NH2:1][CH2:2][C:3]1[CH:4]=[C:5]2[C:9](=[CH:10][CH:11]=1)[CH:8]([O:12][CH3:13])[CH:7]([CH2:14][CH2:15][CH2:16][CH2:17][N:18]([CH2:22][CH2:23][CH3:24])[CH2:19][CH2:20][CH3:21])[CH2:6]2.[NH:25]1[CH:29]=[CH:28][N:27]=[C:26]1[CH:30]=O.C(OC)(OC)OC.[BH4-].[Na+], predict the reaction product. The product is: [NH:25]1[CH:29]=[CH:28][N:27]=[C:26]1[CH2:30][NH:1][CH2:2][C:3]1[CH:4]=[C:5]2[C:9](=[CH:10][CH:11]=1)[CH:8]([O:12][CH3:13])[CH:7]([CH2:14][CH2:15][CH2:16][CH2:17][N:18]([CH2:22][CH2:23][CH3:24])[CH2:19][CH2:20][CH3:21])[CH2:6]2. (6) Given the reactants F[C:2]1[CH:9]=[C:8]([F:10])[CH:7]=[C:6]([F:11])[C:3]=1[C:4]#[N:5].[F:12][C:13]1[CH:18]=[C:17]([I:19])[CH:16]=[CH:15][C:14]=1[NH2:20].CC(C)([O-])C.[K+], predict the reaction product. The product is: [F:11][C:6]1[CH:7]=[C:8]([F:10])[CH:9]=[C:2]([NH:20][C:14]2[CH:15]=[CH:16][C:17]([I:19])=[CH:18][C:13]=2[F:12])[C:3]=1[C:4]#[N:5].